This data is from Catalyst prediction with 721,799 reactions and 888 catalyst types from USPTO. The task is: Predict which catalyst facilitates the given reaction. Reactant: [C:1]1([C:10]([OH:12])=O)[CH:2]=[CH:3][N:4]2[C:9]=1[CH:8]=[CH:7][CH:6]=[CH:5]2.ClC(N(C)C)=C(C)C.Cl.[CH2:22]([O:29][C:30]1[CH:37]=[CH:36][C:33]([NH:34][CH3:35])=[CH:32][CH:31]=1)[C:23]1[CH:28]=[CH:27][CH:26]=[CH:25][CH:24]=1.C(N(CC)CC)C. Product: [CH2:22]([O:29][C:30]1[CH:31]=[CH:32][C:33]([N:34]([CH3:35])[C:10]([C:1]2[CH:2]=[CH:3][N:4]3[C:9]=2[CH:8]=[CH:7][CH:6]=[CH:5]3)=[O:12])=[CH:36][CH:37]=1)[C:23]1[CH:24]=[CH:25][CH:26]=[CH:27][CH:28]=1. The catalyst class is: 410.